From a dataset of Forward reaction prediction with 1.9M reactions from USPTO patents (1976-2016). Predict the product of the given reaction. Given the reactants [F:1][C:2]1[C:3]2[N:4]([C:14]([SH:17])=[N:15][N:16]=2)[CH:5]=[C:6]([C:8]2[CH:9]=[N:10][N:11]([CH3:13])[CH:12]=2)[CH:7]=1.Br[C:19]1[CH:28]=[CH:27][C:26]2[N:25]=[CH:24][C:23]3[N:29]([CH2:34][CH2:35][O:36][CH3:37])[C:30](=[O:33])[CH2:31][O:32][C:22]=3[C:21]=2[CH:20]=1.C1(P(C2C=CC=CC=2)C2C3OC4C(=CC=CC=4P(C4C=CC=CC=4)C4C=CC=CC=4)C(C)(C)C=3C=CC=2)C=CC=CC=1.CC(C)([O-])C.[Na+], predict the reaction product. The product is: [F:1][C:2]1[C:3]2[N:4]([C:14]([S:17][C:19]3[CH:28]=[CH:27][C:26]4[N:25]=[CH:24][C:23]5[N:29]([CH2:34][CH2:35][O:36][CH3:37])[C:30](=[O:33])[CH2:31][O:32][C:22]=5[C:21]=4[CH:20]=3)=[N:15][N:16]=2)[CH:5]=[C:6]([C:8]2[CH:9]=[N:10][N:11]([CH3:13])[CH:12]=2)[CH:7]=1.